Task: Predict the reaction yield, written as a fraction of the theoretical maximum amount of product (1.0 means a 100% yield; for example, 0.34 means a 34% yield).. Dataset: Reaction yield outcomes from USPTO patents with 853,638 reactions (1) The reactants are [CH3:1][O:2][C:3]([C:5]1[C:13]([Cl:14])=[C:12]2[C:8]([C:9]([CH:23]3[CH2:28][CH2:27][CH2:26][CH2:25][CH2:24]3)=[C:10]([C:15]3[CH:20]=[CH:19][C:18]([O:21][CH3:22])=[CH:17][CH:16]=3)[NH:11]2)=[CH:7][CH:6]=1)=[O:4].[H-].[Na+].Br[CH2:32][CH2:33][O:34][Si:35]([C:38]([CH3:41])([CH3:40])[CH3:39])([CH3:37])[CH3:36].Cl. The catalyst is CS(C)=O.O. The product is [CH3:1][O:2][C:3]([C:5]1[C:13]([Cl:14])=[C:12]2[C:8]([C:9]([CH:23]3[CH2:28][CH2:27][CH2:26][CH2:25][CH2:24]3)=[C:10]([C:15]3[CH:20]=[CH:19][C:18]([O:21][CH3:22])=[CH:17][CH:16]=3)[N:11]2[CH2:32][CH2:33][O:34][Si:35]([C:38]([CH3:41])([CH3:40])[CH3:39])([CH3:37])[CH3:36])=[CH:7][CH:6]=1)=[O:4]. The yield is 0.860. (2) The reactants are [CH2:1]([CH2:13][NH2:14])[CH2:2][C:3]([P:9]([OH:12])([OH:11])=[O:10])([P:5]([OH:8])([OH:7])=[O:6])[OH:4].O=C1CCC(=O)N1[O:22][C:23](=O)[C:24]#[C:25][CH2:26][CH3:27]. The catalyst is O.C(#N)C. The product is [OH:4][C:3]([P:5](=[O:8])([OH:7])[OH:6])([P:9](=[O:11])([OH:12])[OH:10])[CH2:2][CH2:1][CH2:13][NH:14][C:23](=[O:22])[CH2:24][CH2:25][C:26]#[CH:27]. The yield is 0.900. (3) The catalyst is O1CCOCC1. The yield is 0.370. The product is [C:40]([C:2]1[N:6]2[CH2:7][CH2:8][N:9]([CH3:23])[C:10]3([CH2:11][CH2:12][N:13]([C:16]([O:18][C:19]([CH3:20])([CH3:21])[CH3:22])=[O:17])[CH2:14][CH2:15]3)[C:5]2=[CH:4][CH:3]=1)(=[O:42])[CH3:41]. The reactants are Br[C:2]1[N:6]2[CH2:7][CH2:8][N:9]([CH3:23])[C:10]3([CH2:15][CH2:14][N:13]([C:16]([O:18][C:19]([CH3:22])([CH3:21])[CH3:20])=[O:17])[CH2:12][CH2:11]3)[C:5]2=[CH:4][CH:3]=1.C1(N(C)C2CCCCC2)CCCCC1.N#N.[CH:40]([O:42]CCCC)=[CH2:41].C(P(C(C)(C)C)C(C)(C)C)(C)(C)C.